The task is: Predict which catalyst facilitates the given reaction.. This data is from Catalyst prediction with 721,799 reactions and 888 catalyst types from USPTO. (1) Reactant: [CH:1]1([CH2:6][C@H:7]([CH2:11][N:12]([CH:21]=[O:22])[O:13][CH2:14][C:15]2[CH:20]=[CH:19][CH:18]=[CH:17][CH:16]=2)[C:8]([OH:10])=O)[CH2:5][CH2:4][CH2:3][CH2:2]1.[Cl:23][C:24]1[NH:25][C:26]([NH:33][CH:34]2[CH2:37][CH2:36][CH2:35]2)=[C:27]([F:32])[C:28](=[N:30][NH2:31])[N:29]=1.C1C=NC2N(O)N=NC=2C=1.CN1CCOCC1.C(Cl)CCl. Product: [Cl:23][C:24]1[N:29]=[C:28]([NH:30][NH:31][C:8](=[O:10])[C@H:7]([CH2:6][CH:1]2[CH2:2][CH2:3][CH2:4][CH2:5]2)[CH2:11][N:12]([O:13][CH2:14][C:15]2[CH:20]=[CH:19][CH:18]=[CH:17][CH:16]=2)[CH:21]=[O:22])[C:27]([F:32])=[C:26]([NH:33][CH:34]2[CH2:37][CH2:36][CH2:35]2)[N:25]=1. The catalyst class is: 215. (2) Reactant: [NH2:1][C:2]1[N:7]=[C:6]([NH2:8])[C:5]([O:9][CH2:10][CH2:11][CH2:12][O:13][C:14]2[C:23]3[C:18](=[CH:19][CH:20]=[CH:21][CH:22]=3)[N:17]=[CH:16][CH:15]=2)=[C:4]([CH2:24][CH3:25])[N:3]=1.[ClH:26]. Product: [ClH:26].[ClH:26].[NH2:1][C:2]1[N:7]=[C:6]([NH2:8])[C:5]([O:9][CH2:10][CH2:11][CH2:12][O:13][C:14]2[C:23]3[C:18](=[CH:19][CH:20]=[CH:21][CH:22]=3)[N:17]=[CH:16][CH:15]=2)=[C:4]([CH2:24][CH3:25])[N:3]=1. The catalyst class is: 5. (3) Reactant: [F:1][C:2]1[CH:27]=[CH:26][C:5]([CH2:6][O:7][C:8]2[CH:13]=[CH:12][N:11]([C:14]3[CH:19]=[CH:18][C:17]([N+:20]([O-])=O)=[C:16]([NH:23][CH3:24])[CH:15]=3)[C:10](=[O:25])[CH:9]=2)=[CH:4][CH:3]=1. Product: [NH2:20][C:17]1[CH:18]=[CH:19][C:14]([N:11]2[CH:12]=[CH:13][C:8]([O:7][CH2:6][C:5]3[CH:26]=[CH:27][C:2]([F:1])=[CH:3][CH:4]=3)=[CH:9][C:10]2=[O:25])=[CH:15][C:16]=1[NH:23][CH3:24]. The catalyst class is: 565. (4) Reactant: [Cl:1][C:2]1[CH:35]=[CH:34][C:5]([O:6][CH:7]2[CH2:12][CH2:11][N:10]([C:13]([C:15]3[CH:16]=[C:17]4[C:21](=[CH:22][CH:23]=3)[N:20]([CH2:24][CH2:25][NH:26]C(=O)OC(C)(C)C)[CH:19]=[CH:18]4)=[O:14])[CH2:9][CH2:8]2)=[CH:4][CH:3]=1.FC(F)(F)C(O)=O. Product: [NH2:26][CH2:25][CH2:24][N:20]1[C:21]2[C:17](=[CH:16][C:15]([C:13]([N:10]3[CH2:9][CH2:8][CH:7]([O:6][C:5]4[CH:4]=[CH:3][C:2]([Cl:1])=[CH:35][CH:34]=4)[CH2:12][CH2:11]3)=[O:14])=[CH:23][CH:22]=2)[CH:18]=[CH:19]1. The catalyst class is: 4.